Dataset: Peptide-MHC class I binding affinity with 185,985 pairs from IEDB/IMGT. Task: Regression. Given a peptide amino acid sequence and an MHC pseudo amino acid sequence, predict their binding affinity value. This is MHC class I binding data. (1) The peptide sequence is HLTWSHAGY. The MHC is HLA-B58:01 with pseudo-sequence HLA-B58:01. The binding affinity (normalized) is 0.149. (2) The peptide sequence is NIVFSPFGY. The MHC is HLA-A11:01 with pseudo-sequence HLA-A11:01. The binding affinity (normalized) is 0.0847. (3) The peptide sequence is IYDFYNAEY. The MHC is HLA-A69:01 with pseudo-sequence HLA-A69:01. The binding affinity (normalized) is 0.0847. (4) The peptide sequence is YKIHQEDK. The MHC is Mamu-B03 with pseudo-sequence Mamu-B03. The binding affinity (normalized) is 0. (5) The peptide sequence is IYWLIFWRF. The MHC is HLA-B08:03 with pseudo-sequence YDSEYRNIFTNTYENIAYLSYNYYTWAVDAYTWY. The binding affinity (normalized) is 0.0847.